From a dataset of Reaction yield outcomes from USPTO patents with 853,638 reactions. Predict the reaction yield, written as a fraction of the theoretical maximum amount of product (1.0 means a 100% yield; for example, 0.34 means a 34% yield). (1) The reactants are [C:1]([NH:4][C:5]1[CH:6]=[CH:7][CH:8]=[C:9]2[C:14]=1[N:13]=[CH:12][CH:11]=[C:10]2[O:15][C:16]1[CH:17]=[C:18]([N:23](C(C)(C)C)C(=O)[O-])[CH:19]=[CH:20][C:21]=1[CH3:22])(=[O:3])[CH3:2].[OH-].[Na+]. The catalyst is ClCCl.FC(F)(F)C(O)=O. The product is [C:1]([NH:4][C:5]1[CH:6]=[CH:7][CH:8]=[C:9]2[C:14]=1[N:13]=[CH:12][CH:11]=[C:10]2[O:15][C:16]1[CH:17]=[C:18]([NH2:23])[CH:19]=[CH:20][C:21]=1[CH3:22])(=[O:3])[CH3:2]. The yield is 0.886. (2) The reactants are [Cl:1][C:2]1[C:7](/[C:8](/O)=[CH:9]\[C:10]2[CH:15]=[CH:14][N:13]=[C:12]([Cl:16])[N:11]=2)=[CH:6][CH:5]=[CH:4][C:3]=1[NH:18][S:19]([C:22]1[C:27]([F:28])=[CH:26][CH:25]=[CH:24][C:23]=1[F:29])(=[O:21])=[O:20].[CH3:30][C:31]([CH3:36])([CH3:35])[C:32](=[S:34])[NH2:33]. The product is [Cl:1][C:2]1[C:7]([C:8]2[N:33]=[C:32]([C:31]([CH3:36])([CH3:35])[CH3:30])[S:34][C:9]=2[C:10]2[CH:15]=[CH:14][N:13]=[C:12]([Cl:16])[N:11]=2)=[CH:6][CH:5]=[CH:4][C:3]=1[NH:18][S:19]([C:22]1[C:27]([F:28])=[CH:26][CH:25]=[CH:24][C:23]=1[F:29])(=[O:21])=[O:20]. No catalyst specified. The yield is 0.437. (3) The reactants are [H-].[Na+].N[C:4]1[CH:9]=[CH:8][CH:7]=[CH:6][CH:5]=1.[CH3:10]C1CC(C)=C(C)C=1C.[CH:19]1[C:32]2[C:23](=[CH:24][C:25]3[C:30]([C:31]=2[Si:33](Cl)([CH3:35])[CH3:34])=[CH:29][CH:28]=[CH:27][CH:26]=3)[CH:22]=CC=1.C(=O)([O-])[O-].[Na+].[Na+].O1[CH2:47][CH2:46][CH2:45][CH2:44]1. The catalyst is C1(C)C=CC=CC=1. The product is [CH:8]1[C:9]2[C:4](=[CH:44][C:45]3[C:28]([C:29]=2[C:30]2[C:31]([SiH:33]([CH3:34])[CH3:35])([CH3:10])[C:32]([CH3:19])=[C:23]([CH3:22])[C:25]=2[CH3:24])=[CH:27][CH:26]=[CH:47][CH:46]=3)[CH:5]=[CH:6][CH:7]=1. The yield is 0.544. (4) The reactants are [CH2:1]([C:3]([C:21]1[CH:26]=[CH:25][C:24]([OH:27])=[C:23]([CH3:28])[CH:22]=1)([C:6]1[CH:11]=[CH:10][C:9]([CH2:12][CH2:13][CH:14]([OH:19])[C:15]([CH3:18])([CH3:17])[CH3:16])=[C:8]([CH3:20])[CH:7]=1)[CH2:4][CH3:5])[CH3:2].[C:29]([O-:32])([O-])=[O:30].[K+].[K+].O=C1[O:40][C@@H:39]([CH2:41]OS(C2C=CC(C)=CC=2)(=O)=O)[CH2:38][CH2:37]1. The catalyst is CN(C=O)C.C(OCC)(=O)C. The product is [CH2:1]([C:3]([C:21]1[CH:26]=[CH:25][C:24]([O:27][CH2:41][C@H:39]([OH:40])[CH2:38][CH2:37][C:29]([OH:32])=[O:30])=[C:23]([CH3:28])[CH:22]=1)([C:6]1[CH:11]=[CH:10][C:9]([CH2:12][CH2:13][CH:14]([OH:19])[C:15]([CH3:17])([CH3:18])[CH3:16])=[C:8]([CH3:20])[CH:7]=1)[CH2:4][CH3:5])[CH3:2]. The yield is 0.500. (5) The product is [OH:16][CH2:15][CH:14]1[O:17][C:18](=[O:19])[N:12]([C:9]2[CH:8]=[CH:7][C:6]([O:5][CH3:4])=[CH:11][CH:10]=2)[CH2:13]1. The reactants are C[O-].[Na+].[CH3:4][O:5][C:6]1[CH:11]=[CH:10][C:9]([NH:12][CH2:13][CH:14]([OH:17])[CH2:15][OH:16])=[CH:8][CH:7]=1.[C:18](=O)(OCC)[O:19]CC. The catalyst is C1(C)C=CC=CC=1. The yield is 0.610. (6) The reactants are C([C:5]1([C:21]([O-:23])=[O:22])[CH:10]([Cl:11])[N:9]2[CH2:12][C:13](CC)([C:15]([O-:17])=[O:16])[N:14]=[C:8]2[CH:7]=[C:6]1[CH3:20])(C)(C)C.[C:24](O)([C:26](F)(F)F)=O. No catalyst specified. The product is [Cl:11][C:10]1[N:9]2[CH:12]=[C:13]([C:15]([O:17][CH2:24][CH3:26])=[O:16])[N:14]=[C:8]2[CH:7]=[C:6]([CH3:20])[C:5]=1[C:21]([OH:23])=[O:22]. The yield is 1.00. (7) The reactants are [I:1][C:2]1[CH:3]=[C:4]2[C:9](=[CH:10][CH:11]=1)[NH:8][CH:7]=[C:6]([C:12]#[N:13])[C:5]2=O.O=P(Cl)(Cl)[Cl:17]. No catalyst specified. The product is [Cl:17][C:5]1[C:4]2[C:9](=[CH:10][CH:11]=[C:2]([I:1])[CH:3]=2)[N:8]=[CH:7][C:6]=1[C:12]#[N:13]. The yield is 0.880. (8) The product is [NH:1]1[C:5]2[CH:6]=[CH:7][C:8]([C:10]([N:18]3[C@@H:19]4[C@@:14]([CH3:13])([C:23]5[CH:24]=[CH:25][CH:26]=[CH:27][C:22]=5[CH2:21][CH2:20]4)[CH2:15][CH2:16][CH2:17]3)=[O:12])=[CH:9][C:4]=2[N:3]=[CH:2]1. No catalyst specified. The yield is 0.200. The reactants are [NH:1]1[C:5]2[CH:6]=[CH:7][C:8]([C:10]([OH:12])=O)=[CH:9][C:4]=2[N:3]=[CH:2]1.[CH3:13][C@@:14]12[C:23]3[CH:24]=[CH:25][CH:26]=[CH:27][C:22]=3[CH2:21][CH2:20][C@@H:19]1[NH:18][CH2:17][CH2:16][CH2:15]2.C[C@]12C3C=CC=CC=3CC[C@@H]1NCCC2. (9) The reactants are [Cl:1][C:2]1[CH:3]=[CH:4][C:5]([CH2:9][OH:10])=[C:6]([OH:8])[CH:7]=1.Br[CH2:12][CH2:13][CH2:14][CH3:15].C([O-])([O-])=O.[K+].[K+]. The catalyst is CN(C=O)C. The product is [Cl:1][C:2]1[CH:3]=[CH:4][C:5]([CH2:9][OH:10])=[C:6]([O:8][CH2:12][CH2:13][CH2:14][CH3:15])[CH:7]=1. The yield is 0.460. (10) The yield is 0.890. The catalyst is ClCCl. The product is [F:28][C:11]1[CH:12]=[C:13]([O:16][C@@H:17]2[CH2:21][CH2:20][CH2:19][C@H:18]2[C:22]2[N:26]([CH3:27])[N:25]=[CH:24][CH:23]=2)[CH:14]=[CH:15][C:10]=1[S:7]([NH:6][C:29]1[CH:34]=[CH:33][N:32]=[CH:31][N:30]=1)(=[O:8])=[O:9]. The reactants are COC1C=C(OC)C=CC=1C[N:6]([C:29]1[CH:34]=[CH:33][N:32]=[CH:31][N:30]=1)[S:7]([C:10]1[CH:15]=[CH:14][C:13]([O:16][C@@H:17]2[CH2:21][CH2:20][CH2:19][C@H:18]2[C:22]2[N:26]([CH3:27])[N:25]=[CH:24][CH:23]=2)=[CH:12][C:11]=1[F:28])(=[O:9])=[O:8].C([SiH](CC)CC)C.FC(F)(F)C(O)=O.